From a dataset of Reaction yield outcomes from USPTO patents with 853,638 reactions. Predict the reaction yield, written as a fraction of the theoretical maximum amount of product (1.0 means a 100% yield; for example, 0.34 means a 34% yield). (1) The reactants are C(C1C=C(NC2N=C(NC3C=CC=C(C(O)=O)C=3)C(F)=CN=2)C=CC=1)(O)=O.[CH3:28][O:29][C:30]1[CH:31]=[C:32]([NH:40][C:41]2[N:46]=[C:45]([NH:47][C:48]3[CH:53]=[CH:52][C:51]([C:54]([O:56]C)=[O:55])=[C:50]([O:58][CH3:59])[CH:49]=3)[C:44]([F:60])=[CH:43][N:42]=2)[CH:33]=[CH:34][C:35]=1[C:36]([O:38]C)=[O:37].[OH-].[Na+]. No catalyst specified. The product is [C:36]([C:35]1[CH:34]=[CH:33][C:32]([NH:40][C:41]2[N:46]=[C:45]([NH:47][C:48]3[CH:53]=[CH:52][C:51]([C:54]([OH:56])=[O:55])=[C:50]([O:58][CH3:59])[CH:49]=3)[C:44]([F:60])=[CH:43][N:42]=2)=[CH:31][C:30]=1[O:29][CH3:28])([OH:38])=[O:37]. The yield is 0.640. (2) The reactants are [C:1]([C:3]1[CH:4]=[C:5]([CH:10]=[CH:11][C:12]=1[OH:13])[C:6]([O:8][CH3:9])=[O:7])#[N:2].C(N([CH2:19][CH3:20])CC)C.[C]=O.[CH3:23]CO. The catalyst is C1C=CC(P([C]2[CH][CH][CH][CH]2)C2C=CC=CC=2)=CC=1.C1C=CC(P([C]2[CH][CH][CH][CH]2)C2C=CC=CC=2)=CC=1.Cl[Pd]Cl.[Fe]. The product is [C:1]([C:3]1[CH:4]=[C:5]([CH:10]=[CH:11][C:12]=1[O:13][CH:19]([CH3:20])[CH3:23])[C:6]([O:8][CH3:9])=[O:7])#[N:2]. The yield is 0.380.